Task: Predict the reaction yield, written as a fraction of the theoretical maximum amount of product (1.0 means a 100% yield; for example, 0.34 means a 34% yield).. Dataset: Reaction yield outcomes from USPTO patents with 853,638 reactions (1) The reactants are O[C:2]1[N:7]2[N:8]=[CH:9][C:10]([C:11]([O:13][CH2:14][CH3:15])=[O:12])=[C:6]2[N:5]=[CH:4][CH:3]=1.O=P(Cl)(Cl)[Cl:18].[OH-].[Na+].C([O-])([O-])=O.[Na+].[Na+]. The catalyst is CN(C)C1C=CC=CC=1. The product is [Cl:18][C:2]1[N:7]2[N:8]=[CH:9][C:10]([C:11]([O:13][CH2:14][CH3:15])=[O:12])=[C:6]2[N:5]=[CH:4][CH:3]=1. The yield is 0.250. (2) The reactants are [CH3:1][C:2]1[N:7]=[C:6]([NH2:8])[CH:5]=[CH:4][N:3]=1.Br[C:10]1[C:11](=[O:18])[N:12]([CH3:17])[CH:13]=[C:14]([Br:16])[CH:15]=1. No catalyst specified. The product is [Br:16][C:14]1[CH:15]=[C:10]([NH:8][C:6]2[CH:5]=[CH:4][N:3]=[C:2]([CH3:1])[N:7]=2)[C:11](=[O:18])[N:12]([CH3:17])[CH:13]=1. The yield is 0.434. (3) The reactants are [OH:1][C@@:2]1([C:9]#[C:10][C:11]2[CH:12]=[C:13]([N:17]3[C:25]4[C:20](=[CH:21][C:22]([C:26](=[O:29])[NH:27][CH3:28])=[CH:23][CH:24]=4)[C:19]([C:30]([O:32]C)=O)=[N:18]3)[CH:14]=[CH:15][CH:16]=2)[CH2:6][CH2:5][N:4]([CH3:7])[C:3]1=[O:8].[NH3:34]. No catalyst specified. The product is [OH:1][C@@:2]1([C:9]#[C:10][C:11]2[CH:12]=[C:13]([N:17]3[C:25]4[C:20](=[CH:21][C:22]([C:26]([NH:27][CH3:28])=[O:29])=[CH:23][CH:24]=4)[C:19]([C:30]([NH2:34])=[O:32])=[N:18]3)[CH:14]=[CH:15][CH:16]=2)[CH2:6][CH2:5][N:4]([CH3:7])[C:3]1=[O:8]. The yield is 0.250. (4) The reactants are [C:1]([C:3]1[C:7]([CH3:8])=[C:6]([CH3:9])[S:5][C:4]=1[NH:10][C:11]([NH:13]C(=O)C1C=CC=CC=1)=[O:12])#[N:2].[CH3:22]I. No catalyst specified. The product is [CH3:22][O:12][C:11]1[N:13]=[C:1]([NH2:2])[C:3]2[C:7]([CH3:8])=[C:6]([CH3:9])[S:5][C:4]=2[N:10]=1. The yield is 0.860. (5) The reactants are [C:1]([C:5]1[CH:9]=[C:8]([NH2:10])[N:7]([C:11]2[CH:16]=[CH:15][N:14]=[C:13]([CH3:17])[CH:12]=2)[N:6]=1)([CH3:4])([CH3:3])[CH3:2].C(=O)([O-])[O-].[K+].[K+].Cl[C:25]([O:27][C:28]1[CH:33]=[CH:32][CH:31]=[CH:30][CH:29]=1)=[O:26]. The catalyst is C(Cl)Cl. The product is [C:1]([C:5]1[CH:9]=[C:8]([NH:10][C:25](=[O:26])[O:27][C:28]2[CH:33]=[CH:32][CH:31]=[CH:30][CH:29]=2)[N:7]([C:11]2[CH:16]=[CH:15][N:14]=[C:13]([CH3:17])[CH:12]=2)[N:6]=1)([CH3:4])([CH3:3])[CH3:2]. The yield is 0.170.